From a dataset of Catalyst prediction with 721,799 reactions and 888 catalyst types from USPTO. Predict which catalyst facilitates the given reaction. (1) Reactant: [Cl:1][C:2]1[CH:3]=[C:4]([C@@H:8]2[C@@H:13]([C:14]3[CH:19]=[CH:18][C:17]([Cl:20])=[CH:16][CH:15]=3)[N:12]([CH:21]([CH2:24][CH3:25])[CH2:22][CH3:23])[C:11](=[O:26])[C@:10]([CH2:28][C:29]([NH2:31])=O)([CH3:27])[CH2:9]2)[CH:5]=[CH:6][CH:7]=1.C(N(CC)CC)C.C(O)(C(F)(F)F)=O. Product: [Cl:1][C:2]1[CH:3]=[C:4]([C@@H:8]2[C@@H:13]([C:14]3[CH:19]=[CH:18][C:17]([Cl:20])=[CH:16][CH:15]=3)[N:12]([CH:21]([CH2:24][CH3:25])[CH2:22][CH3:23])[C:11](=[O:26])[C@:10]([CH2:28][C:29]#[N:31])([CH3:27])[CH2:9]2)[CH:5]=[CH:6][CH:7]=1. The catalyst class is: 1. (2) Reactant: [Cl:1][C:2]1[CH:7]=[CH:6][C:5]([N:8]2[CH:12]=[C:11]([CH2:13][OH:14])[N:10]=[N:9]2)=[C:4]([C:15]2[CH:20]=[C:19]([O:21]C)[N:18]=[CH:17][N:16]=2)[CH:3]=1.CC(O)=O. Product: [Cl:1][C:2]1[CH:7]=[CH:6][C:5]([N:8]2[CH:12]=[C:11]([CH2:13][OH:14])[N:10]=[N:9]2)=[C:4]([C:15]2[N:16]=[CH:17][N:18]=[C:19]([OH:21])[CH:20]=2)[CH:3]=1. The catalyst class is: 201. (3) Reactant: [CH3:1][O:2][C:3]1[CH:4]=[C:5]2[C:10](=[CH:11][C:12]=1[O:13][CH3:14])[N:9]=[CH:8][N:7]=[C:6]2[O:15][C:16]1[CH:22]=[CH:21][C:19]([NH2:20])=[CH:18][CH:17]=1.C1(C)C=CC=CC=1.C(N(CC)CC)C.Cl[C:38](Cl)([O:40]C(=O)OC(Cl)(Cl)Cl)Cl.[CH3:49][N:50]([CH3:60])[C:51]1[CH:52]=[C:53]([CH:57]=[CH:58][CH:59]=1)[CH:54]([OH:56])[CH3:55]. Product: [CH3:1][O:2][C:3]1[CH:4]=[C:5]2[C:10](=[CH:11][C:12]=1[O:13][CH3:14])[N:9]=[CH:8][N:7]=[C:6]2[O:15][C:16]1[CH:22]=[CH:21][C:19]([NH:20][C:38](=[O:40])[O:56][CH:54]([C:53]2[CH:57]=[CH:58][CH:59]=[C:51]([N:50]([CH3:49])[CH3:60])[CH:52]=2)[CH3:55])=[CH:18][CH:17]=1. The catalyst class is: 2. (4) Reactant: [Cl:1][C:2]1[CH:16]=[C:15]([Cl:17])[CH:14]=[CH:13][C:3]=1[CH2:4][NH:5][C:6](=O)[CH2:7][C:8]([F:11])([F:10])[F:9]. Product: [Cl:1][C:2]1[CH:16]=[C:15]([Cl:17])[CH:14]=[CH:13][C:3]=1[CH2:4][NH:5][CH2:6][CH2:7][C:8]([F:9])([F:10])[F:11]. The catalyst class is: 7.